This data is from Reaction yield outcomes from USPTO patents with 853,638 reactions. The task is: Predict the reaction yield, written as a fraction of the theoretical maximum amount of product (1.0 means a 100% yield; for example, 0.34 means a 34% yield). (1) The reactants are [CH2:1]([C:6]1[C:14]2[C:9](=[CH:10][CH:11]=[CH:12][CH:13]=2)[NH:8][C:7]=1[C:15]1[CH:16]=[C:17]2[C:22](=[CH:23][CH:24]=1)[CH:21]=[C:20]([O:25][CH2:26][C:27]#[N:28])[CH:19]=[CH:18]2)[CH2:2][CH2:3][CH2:4][CH3:5].[CH3:29][C:30](OC(C)=O)=[O:31].CC1(C)C2(CS(O)(=O)=O)C(CC1CC2)=O. No catalyst specified. The product is [C:30]([N:8]1[C:9]2[C:14](=[CH:13][CH:12]=[CH:11][CH:10]=2)[C:6]([CH2:1][CH2:2][CH2:3][CH2:4][CH3:5])=[C:7]1[C:15]1[CH:16]=[C:17]2[C:22](=[CH:23][CH:24]=1)[CH:21]=[C:20]([O:25][CH2:26][C:27]#[N:28])[CH:19]=[CH:18]2)(=[O:31])[CH3:29]. The yield is 0.490. (2) The reactants are [CH3:1][N:2]1[CH2:7][CH2:6][CH:5]([O:8][C:9]2[CH:14]=[CH:13][C:12]([C:15]3[CH:20]=[CH:19][CH:18]=[C:17]([NH2:21])[CH:16]=3)=[CH:11][CH:10]=2)[CH2:4][CH2:3]1.C(N([CH2:27][CH3:28])CC)C. The catalyst is ClCCl. The product is [CH3:1][N:2]1[CH2:3][CH2:4][CH:5]([O:8][C:9]2[CH:10]=[CH:11][C:12]([C:15]3[CH:20]=[CH:19][CH:18]=[C:17]([NH:21][C:9]([C:10]4[C:27]5[C:28](=[CH:3][CH:4]=[CH:5][CH:6]=5)[CH:13]=[CH:12][CH:11]=4)=[O:8])[CH:16]=3)=[CH:13][CH:14]=2)[CH2:6][CH2:7]1. The yield is 0.680. (3) The reactants are [Cl:1][C:2]1[CH:7]=[C:6]([F:8])[CH:5]=[CH:4][C:3]=1[CH:9]1[C:14]([C:15]([O:17][CH2:18][CH3:19])=[O:16])=[C:13]([CH3:20])[NH:12][C:11]([C:21]2[S:22][CH:23]=[CH:24][N:25]=2)=[N:10]1.IC.[C:28](=O)([O-])[O-].[K+].[K+]. The catalyst is C(#N)C. The product is [Cl:1][C:2]1[CH:7]=[C:6]([F:8])[CH:5]=[CH:4][C:3]=1[CH:9]1[C:14]([C:15]([O:17][CH2:18][CH3:19])=[O:16])=[C:13]([CH3:20])[N:12]([CH3:28])[C:11]([C:21]2[S:22][CH:23]=[CH:24][N:25]=2)=[N:10]1. The yield is 0.480.